Dataset: Forward reaction prediction with 1.9M reactions from USPTO patents (1976-2016). Task: Predict the product of the given reaction. (1) Given the reactants S([O:6][CH3:7])(OC)(=O)=O.[O-][N+:9]1[CH:14]=[CH:13][CH:12]=[C:11]([F:15])[CH:10]=1.[C-]#N.[Na+].[OH-].[Na+].FC1C(C#N)=NC=CC=1.Cl.[C:31]([NH2:35])([CH3:34])([CH3:33])[CH3:32].CCN=C=NCCCN(C)C.Cl.C1C=CC2N(O)N=NC=2C=1, predict the reaction product. The product is: [C:31]([NH:35][C:7]([C:10]1[C:11]([F:15])=[CH:12][CH:13]=[CH:14][N:9]=1)=[O:6])([CH3:34])([CH3:33])[CH3:32]. (2) Given the reactants [CH3:1][O:2][C:3]1[C:7]([CH:8]=O)=[CH:6][N:5]([C:10]2[CH:11]=[N:12][C:13]([C:16]([F:19])([F:18])[F:17])=[CH:14][CH:15]=2)[N:4]=1.C(O)C.Cl.[NH2:24]O, predict the reaction product. The product is: [CH3:1][O:2][C:3]1[C:7]([CH2:8][NH2:24])=[CH:6][N:5]([C:10]2[CH:11]=[N:12][C:13]([C:16]([F:19])([F:18])[F:17])=[CH:14][CH:15]=2)[N:4]=1.